Dataset: Full USPTO retrosynthesis dataset with 1.9M reactions from patents (1976-2016). Task: Predict the reactants needed to synthesize the given product. (1) Given the product [N:1]1([C:7]2[CH:15]=[CH:14][C:10]([C:11]([O:13][CH3:23])=[O:12])=[CH:9][CH:8]=2)[CH2:5][CH2:4][CH2:3][C:2]1=[O:6], predict the reactants needed to synthesize it. The reactants are: [N:1]1([C:7]2[CH:15]=[CH:14][C:10]([C:11]([OH:13])=[O:12])=[CH:9][CH:8]=2)[CH2:5][CH2:4][CH2:3][C:2]1=[O:6].S(=O)(=O)(O)O.[OH-].[Na+].[CH3:23]O. (2) Given the product [CH:14]1[C:15]2[C:20](=[CH:19][CH:18]=[CH:17][CH:16]=2)[CH:21]=[CH:22][C:13]=1[C:11]([C:2]1[CH:3]=[CH:4][C:5]2[C:10](=[CH:9][CH:8]=[CH:7][CH:6]=2)[CH:1]=1)=[O:12], predict the reactants needed to synthesize it. The reactants are: [CH:1]1[C:10]2[C:5](=[CH:6][CH:7]=[CH:8][CH:9]=2)[CH:4]=[CH:3][C:2]=1[CH:11]([C:13]1[CH:22]=[CH:21][C:20]2[C:15](=[CH:16][CH:17]=[CH:18][CH:19]=2)[CH:14]=1)[OH:12]. (3) Given the product [F:29][C:26]([F:27])([F:28])[O:25][C:22]1[CH:21]=[CH:20][C:19]([C:17]2[O:16][N:15]=[C:14]([C:11]3[CH:12]=[CH:13][C:8]([NH2:7])=[CH:9][CH:10]=3)[N:18]=2)=[CH:24][CH:23]=1, predict the reactants needed to synthesize it. The reactants are: C(OC(=O)[NH:7][C:8]1[CH:13]=[CH:12][C:11]([C:14]2[N:18]=[C:17]([C:19]3[CH:24]=[CH:23][C:22]([O:25][C:26]([F:29])([F:28])[F:27])=[CH:21][CH:20]=3)[O:16][N:15]=2)=[CH:10][CH:9]=1)(C)(C)C.C(OC(=O)NC1C=CC(C(=N)NO)=CC=1)(C)(C)C.FC(F)(F)OC1C=CC(C=O)=CC=1. (4) The reactants are: [Cl:1][C:2]1[CH:7]=[CH:6][C:5]([CH:8]([CH:21]2[CH2:23][CH2:22]2)[C:9]2[C:17]3[C:12](=[C:13]([CH2:18][S:19][CH3:20])[CH:14]=[CH:15][CH:16]=3)[NH:11][CH:10]=2)=[CH:4][CH:3]=1.ClCCl.ClC1C=CC=C(C(OO)=[O:35])C=1. Given the product [Cl:1][C:2]1[CH:7]=[CH:6][C:5]([CH:8]([CH:21]2[CH2:23][CH2:22]2)[C:9]2[C:17]3[C:12](=[C:13]([CH2:18][S:19]([CH3:20])=[O:35])[CH:14]=[CH:15][CH:16]=3)[NH:11][CH:10]=2)=[CH:4][CH:3]=1, predict the reactants needed to synthesize it. (5) Given the product [F:15][C:12]([F:13])([F:14])[C:10]1[CH:9]=[C:4]([C:5]([O:7][CH3:8])=[O:6])[C:3]2[CH:16]=[N:29][NH:1][C:2]=2[CH:11]=1, predict the reactants needed to synthesize it. The reactants are: [NH2:1][C:2]1[C:3]([CH3:16])=[C:4]([CH:9]=[C:10]([C:12]([F:15])([F:14])[F:13])[CH:11]=1)[C:5]([O:7][CH3:8])=[O:6].C([O-])(=O)C.[K+].C(OC(=O)C)(=O)C.[N:29](OC(C)(C)C)=O.C1OCCOCCOCCOCCOCCOC1.